This data is from Full USPTO retrosynthesis dataset with 1.9M reactions from patents (1976-2016). The task is: Predict the reactants needed to synthesize the given product. (1) Given the product [Br:1][C:2]1[CH:3]=[C:4]([O:11][CH3:12])[C:5]([O:10][C:13]2[CH:18]=[CH:17][CH:16]=[CH:15][CH:14]=2)=[C:6]([O:8][CH3:9])[CH:7]=1, predict the reactants needed to synthesize it. The reactants are: [Br:1][C:2]1[CH:7]=[C:6]([O:8][CH3:9])[C:5]([OH:10])=[C:4]([O:11][CH3:12])[CH:3]=1.[C:13]1(B(O)O)[CH:18]=[CH:17][CH:16]=[CH:15][CH:14]=1.C(Cl)Cl. (2) Given the product [C:6]([CH:5]([C:4]1([C:14]([O:15][CH2:23][CH3:24])=[O:17])[CH2:2][CH2:3]1)[CH:9]([C:7]#[N:8])[C:10]([O:12][CH3:13])=[O:11])#[N:1], predict the reactants needed to synthesize it. The reactants are: [NH:1]1[CH2:6][CH2:5][CH2:4][CH2:3][CH2:2]1.[C:7]([CH2:9][C:10]([O:12][CH3:13])=[O:11])#[N:8].[C:14](=[O:17])([O-])[O-:15].[K+].[K+].[C-]#N.[K+].[CH:23](O)(C)[CH3:24]. (3) Given the product [Cl:44][C:45]1[N:50]=[CH:49][C:48]([O:1][CH:2]2[CH2:7][CH2:6][N:5]([CH3:8])[CH2:4][CH2:3]2)=[CH:47][N:46]=1, predict the reactants needed to synthesize it. The reactants are: [OH:1][CH:2]1[CH2:7][CH2:6][N:5]([CH3:8])[CH2:4][CH2:3]1.C(OC(N=NC(OC(C)(C)C)=O)=O)(C)(C)C.C1(P(C2C=CC=CC=2)C2C=CC=CC=2)C=CC=CC=1.[Cl:44][C:45]1[N:50]=[CH:49][C:48](O)=[CH:47][N:46]=1.